Predict which catalyst facilitates the given reaction. From a dataset of Catalyst prediction with 721,799 reactions and 888 catalyst types from USPTO. (1) The catalyst class is: 15. Product: [CH3:1][O:2][CH2:3][CH2:4][O:5][C:6](=[O:44])[NH:7][C:8]1[CH:13]=[CH:12][C:11]([C:14]2[CH:15]=[C:16]3[C:22]([C:23]4[CH:28]=[CH:27][CH:26]=[CH:25][C:24]=4[O:29][CH3:30])=[N:21][NH:20][C:17]3=[N:18][CH:19]=2)=[CH:10][C:9]=1[C:39](=[O:43])[N:40]([CH3:42])[CH3:41]. Reactant: [CH3:1][O:2][CH2:3][CH2:4][O:5][C:6](=[O:44])[NH:7][C:8]1[CH:13]=[CH:12][C:11]([C:14]2[CH:15]=[C:16]3[C:22]([C:23]4[CH:28]=[CH:27][CH:26]=[CH:25][C:24]=4[O:29][CH3:30])=[N:21][N:20](COCC[Si](C)(C)C)[C:17]3=[N:18][CH:19]=2)=[CH:10][C:9]=1[C:39](=[O:43])[N:40]([CH3:42])[CH3:41].Cl(O)(=O)(=O)=O.C(=O)(O)[O-].[Na+]. (2) Reactant: [N:1]1[CH:6]=[CH:5][CH:4]=[CH:3][C:2]=1[NH:7][C:8]1[CH:13]=[CH:12][CH:11]=[CH:10][C:9]=1[NH2:14].[CH3:15][C:16]1[CH:26]=[CH:25][C:19](/[CH:20]=[CH:21]/[C:22]([Cl:24])=O)=[CH:18][CH:17]=1.N1C=CC=CC=1N1C2C=CC=CC=2N=C1/C=C/C1C=CC=CC=1.Cl. Product: [ClH:24].[N:1]1[CH:6]=[CH:5][CH:4]=[CH:3][C:2]=1[N:7]1[C:8]2[CH:13]=[CH:12][CH:11]=[CH:10][C:9]=2[N:14]=[C:22]1/[CH:21]=[CH:20]/[C:19]1[CH:25]=[CH:26][C:16]([CH3:15])=[CH:17][CH:18]=1. The catalyst class is: 5. (3) Reactant: [CH2:1]([O:5][CH2:6][CH2:7][O:8][C:9]1[CH:14]=[CH:13][C:12]([C:15]2[CH:20]=[CH:19][C:18]([N:21]3[CH2:26][CH2:25][CH:24]([CH3:27])[CH2:23][CH2:22]3)=[C:17](/[CH:28]=[C:29](\[CH3:35])/[C:30]([O:32]CC)=[O:31])[CH:16]=2)=[CH:11][CH:10]=1)[CH2:2][CH2:3][CH3:4].[OH-].[Na+].Cl. Product: [CH2:1]([O:5][CH2:6][CH2:7][O:8][C:9]1[CH:10]=[CH:11][C:12]([C:15]2[CH:20]=[CH:19][C:18]([N:21]3[CH2:26][CH2:25][CH:24]([CH3:27])[CH2:23][CH2:22]3)=[C:17](/[CH:28]=[C:29](\[CH3:35])/[C:30]([OH:32])=[O:31])[CH:16]=2)=[CH:13][CH:14]=1)[CH2:2][CH2:3][CH3:4]. The catalyst class is: 353. (4) Reactant: [OH:1][CH2:2][CH:3]([NH:16][C:17](=[O:23])[O:18][C:19]([CH3:22])([CH3:21])[CH3:20])[CH2:4][NH:5]C(=O)OCC1C=CC=CC=1.[H][H]. Product: [NH2:5][CH2:4][CH:3]([NH:16][C:17](=[O:23])[O:18][C:19]([CH3:21])([CH3:20])[CH3:22])[CH2:2][OH:1]. The catalyst class is: 5. (5) Reactant: [CH3:1][N:2]1[CH:6]=[C:5]([N:7]2[CH:12]=[CH:11][C:10](=[O:13])[C:9]([CH2:14][C:15]3[CH:16]=[C:17]([C:21]4[N:26]=[CH:25][C:24](B(O)O)=[CH:23][N:22]=4)[CH:18]=[CH:19][CH:20]=3)=[N:8]2)[CH:4]=[N:3]1.I[C:31]1[CH:32]=[N:33][N:34]([CH:36]2[CH2:39][O:38][CH2:37]2)[CH:35]=1.CC(C1C=C(C(C)C)C(C2C=CC=CC=2P(C2CCCCC2)C2CCCCC2)=C(C(C)C)C=1)C. Product: [CH3:1][N:2]1[CH:6]=[C:5]([N:7]2[CH:12]=[CH:11][C:10](=[O:13])[C:9]([CH2:14][C:15]3[CH:20]=[CH:19][CH:18]=[C:17]([C:21]4[N:26]=[CH:25][C:24]([C:31]5[CH:32]=[N:33][N:34]([CH:36]6[CH2:39][O:38][CH2:37]6)[CH:35]=5)=[CH:23][N:22]=4)[CH:16]=3)=[N:8]2)[CH:4]=[N:3]1. The catalyst class is: 102.